From a dataset of Full USPTO retrosynthesis dataset with 1.9M reactions from patents (1976-2016). Predict the reactants needed to synthesize the given product. Given the product [C:15]([O:19][C:20]([N:22]1[CH2:27][CH2:26][N:25]([C:28]([C:30]2[C:34]3[CH:35]=[N:36][C:37]([O:39][CH3:40])=[CH:38][C:33]=3[N:32]([C:41]3[CH:42]=[CH:43][CH:44]=[CH:45][CH:46]=3)[C:31]=2[CH2:9][C:8]2[CH:11]=[CH:12][CH:13]=[C:6]([F:5])[C:7]=2[CH3:14])=[O:29])[CH2:24][CH2:23]1)=[O:21])([CH3:18])([CH3:16])[CH3:17], predict the reactants needed to synthesize it. The reactants are: BrCCBr.[F:5][C:6]1[C:7]([CH3:14])=[C:8]([CH:11]=[CH:12][CH:13]=1)[CH2:9]Br.[C:15]([O:19][C:20]([N:22]1[CH2:27][CH2:26][N:25]([C:28]([C:30]2[C:34]3[CH:35]=[N:36][C:37]([O:39][CH3:40])=[CH:38][C:33]=3[N:32]([C:41]3[CH:46]=[CH:45][CH:44]=[CH:43][CH:42]=3)[C:31]=2Cl)=[O:29])[CH2:24][CH2:23]1)=[O:21])([CH3:18])([CH3:17])[CH3:16].COC1C=CC=C(OC)C=1C1C=CC=CC=1P(C1CCCCC1)C1CCCCC1.